Binary Classification. Given a T-cell receptor sequence (or CDR3 region) and an epitope sequence, predict whether binding occurs between them. From a dataset of TCR-epitope binding with 47,182 pairs between 192 epitopes and 23,139 TCRs. (1) The epitope is QIKVRVKMV. The TCR CDR3 sequence is CASSTDRAAQPQHF. Result: 0 (the TCR does not bind to the epitope). (2) The epitope is KAYNVTQAF. The TCR CDR3 sequence is CASSQGGFREAFF. Result: 1 (the TCR binds to the epitope). (3) The epitope is LPPAYTNSF. The TCR CDR3 sequence is CASSPTGSHTDTQYF. Result: 0 (the TCR does not bind to the epitope). (4) The epitope is KEIDRLNEV. The TCR CDR3 sequence is CASSQGPGLAGGPREVQYF. Result: 1 (the TCR binds to the epitope). (5) The epitope is FLNGSCGSV. The TCR CDR3 sequence is CASSHSGDTGTQYF. Result: 1 (the TCR binds to the epitope). (6) The epitope is GTSGSPIINR. The TCR CDR3 sequence is CASSLSGTDTQYF. Result: 1 (the TCR binds to the epitope). (7) The epitope is EHPTFTSQYRIQGKL. The TCR CDR3 sequence is CASSLGETGYEQYF. Result: 1 (the TCR binds to the epitope). (8) The epitope is LLALHRSYL. The TCR CDR3 sequence is CASSEGTGEAREQYF. Result: 0 (the TCR does not bind to the epitope). (9) The epitope is GTHWFVTQR. The TCR CDR3 sequence is CASSEISGSQETQYF. Result: 0 (the TCR does not bind to the epitope). (10) The epitope is FADDLNQLTGY. The TCR CDR3 sequence is CASSSGTGEWDEQFF. Result: 1 (the TCR binds to the epitope).